From a dataset of Forward reaction prediction with 1.9M reactions from USPTO patents (1976-2016). Predict the product of the given reaction. (1) Given the reactants [CH3:1][C:2]1[CH:10]=[C:9]2[C:5]([CH:6]=[CH:7][NH:8]2)=[CH:4][CH:3]=1.C([Mg]Br)C.[CH3:15][C:16]1([CH3:24])[C:18]([CH3:20])([CH3:19])[CH:17]1[C:21](Cl)=[O:22], predict the reaction product. The product is: [CH3:1][C:2]1[CH:10]=[C:9]2[C:5]([C:6]([C:21]([CH:17]3[C:18]([CH3:20])([CH3:19])[C:16]3([CH3:24])[CH3:15])=[O:22])=[CH:7][NH:8]2)=[CH:4][CH:3]=1. (2) Given the reactants [Cl:1][C:2]1[CH:7]=[CH:6][C:5]([N:8]2[C:13](=[O:14])[C:12]3[CH:15]=[N:16][N:17]([C:18]4[CH:23]=[CH:22][CH:21]=[CH:20][CH:19]=4)[C:11]=3[N:10]=[C:9]2[C:24]2[CH:29]=[CH:28][C:27](I)=[CH:26][CH:25]=2)=[CH:4][CH:3]=1.[F:31][C:32]1[CH:33]=[C:34](B(O)O)[CH:35]=[CH:36][CH:37]=1, predict the reaction product. The product is: [Cl:1][C:2]1[CH:7]=[CH:6][C:5]([N:8]2[C:13](=[O:14])[C:12]3[CH:15]=[N:16][N:17]([C:18]4[CH:23]=[CH:22][CH:21]=[CH:20][CH:19]=4)[C:11]=3[N:10]=[C:9]2[C:24]2[CH:29]=[CH:28][C:27]([C:36]3[CH:35]=[CH:34][CH:33]=[C:32]([F:31])[CH:37]=3)=[CH:26][CH:25]=2)=[CH:4][CH:3]=1.